From a dataset of Forward reaction prediction with 1.9M reactions from USPTO patents (1976-2016). Predict the product of the given reaction. (1) Given the reactants [CH3:1][C:2]1[N:3]=[C:4]([NH2:7])[S:5][CH:6]=1.CC(C)C(O)=O.[CH3:14][N:15]([CH3:18])[CH:16]=O, predict the reaction product. The product is: [CH3:14][N:15]([CH3:18])[CH:16]=[N:7][C:4]1[S:5][CH:6]=[C:2]([CH3:1])[N:3]=1. (2) Given the reactants C[O:2][C:3](=[O:33])[CH2:4][CH2:5][C:6]1[CH:11]=[CH:10][C:9]([S:12][CH:13]([C:15]2[S:16][C:17]([C:22]3[CH:27]=[CH:26][C:25]([C:28]([F:31])([F:30])[F:29])=[CH:24][CH:23]=3)=[CH:18][C:19]=2[CH:20]=[CH2:21])[CH3:14])=[CH:8][C:7]=1[CH3:32].[OH:34]O.[OH-].[Na+].Cl, predict the reaction product. The product is: [OH:34][CH2:21][CH2:20][C:19]1[CH:18]=[C:17]([C:22]2[CH:23]=[CH:24][C:25]([C:28]([F:29])([F:31])[F:30])=[CH:26][CH:27]=2)[S:16][C:15]=1[CH:13]([S:12][C:9]1[CH:10]=[CH:11][C:6]([CH2:5][CH2:4][C:3]([OH:2])=[O:33])=[C:7]([CH3:32])[CH:8]=1)[CH3:14]. (3) Given the reactants [CH3:1][C:2]1[CH:3]=[C:4]([CH:8]=[CH:9][C:10]=1[C:11]([N:13]1[CH2:17][CH2:16][CH2:15][CH2:14]1)=[O:12])[C:5]([OH:7])=O.CN(C(ON1N=NC2C=CC=CC1=2)=[N+](C)C)C.[B-](F)(F)(F)F.C(N(C(C)C)CC)(C)C.[Cl:49][C:50]1[CH:62]=[CH:61][C:53]2[N:54]([CH3:60])[C:55]([CH:57]([NH2:59])[CH3:58])=[N:56][C:52]=2[CH:51]=1.ClCl, predict the reaction product. The product is: [Cl:49][C:50]1[CH:62]=[CH:61][C:53]2[N:54]([CH3:60])[C:55]([CH:57]([NH:59][C:5](=[O:7])[C:4]3[CH:8]=[CH:9][C:10]([C:11]([N:13]4[CH2:17][CH2:16][CH2:15][CH2:14]4)=[O:12])=[C:2]([CH3:1])[CH:3]=3)[CH3:58])=[N:56][C:52]=2[CH:51]=1.